This data is from Full USPTO retrosynthesis dataset with 1.9M reactions from patents (1976-2016). The task is: Predict the reactants needed to synthesize the given product. Given the product [C:1]1([CH2:7][CH2:8][CH2:9][C:10]([O-:12])=[O:11])[CH:6]=[CH:5][CH:4]=[CH:3][CH:2]=1.[Na+:17], predict the reactants needed to synthesize it. The reactants are: [C:1]1([CH2:7][CH2:8][CH2:9][C:10]([OH:12])=[O:11])[CH:6]=[CH:5][CH:4]=[CH:3][CH:2]=1.C(=O)([O-])[O-].[Na+:17].[Na+].